Dataset: Reaction yield outcomes from USPTO patents with 853,638 reactions. Task: Predict the reaction yield, written as a fraction of the theoretical maximum amount of product (1.0 means a 100% yield; for example, 0.34 means a 34% yield). (1) The reactants are [Cl:1][C:2]1[CH:17]=[CH:16][C:5]([CH2:6][CH2:7][O:8][C:9]2[N:10]=[N:11][C:12](I)=[CH:13][CH:14]=2)=[CH:4][CH:3]=1.[C:18]([C:21]1[CH:26]=[CH:25][C:24](B(O)O)=[CH:23][CH:22]=1)([OH:20])=[O:19].C(=O)([O-])[O-].[K+].[K+]. The catalyst is C1(C)C=CC=CC=1.C(O)C.O.C1C=CC([P]([Pd]([P](C2C=CC=CC=2)(C2C=CC=CC=2)C2C=CC=CC=2)([P](C2C=CC=CC=2)(C2C=CC=CC=2)C2C=CC=CC=2)[P](C2C=CC=CC=2)(C2C=CC=CC=2)C2C=CC=CC=2)(C2C=CC=CC=2)C2C=CC=CC=2)=CC=1. The product is [Cl:1][C:2]1[CH:17]=[CH:16][C:5]([CH2:6][CH2:7][O:8][C:9]2[N:10]=[N:11][C:12]([C:24]3[CH:25]=[CH:26][C:21]([C:18]([OH:20])=[O:19])=[CH:22][CH:23]=3)=[CH:13][CH:14]=2)=[CH:4][CH:3]=1. The yield is 0.830. (2) The catalyst is CO.CN(C1C=CN=CC=1)C. The yield is 0.520. The product is [OH:1][C:2]1[C:3]([O:21][CH3:22])=[CH:4][C:5]2[C:18](=[O:19])[N:10]3[C:11]4[C:16]([CH2:17][CH:9]3[CH2:8][N:7]([C:23]([O:25][C:26]([CH3:29])([CH3:28])[CH3:27])=[O:24])[C:6]=2[CH:20]=1)=[CH:15][CH:14]=[CH:13][CH:12]=4. The reactants are [OH:1][C:2]1[C:3]([O:21][CH3:22])=[CH:4][C:5]2[C:18](=[O:19])[N:10]3[C:11]4[C:16]([CH2:17][CH:9]3[CH2:8][NH:7][C:6]=2[CH:20]=1)=[CH:15][CH:14]=[CH:13][CH:12]=4.[C:23](O[C:23]([O:25][C:26]([CH3:29])([CH3:28])[CH3:27])=[O:24])([O:25][C:26]([CH3:29])([CH3:28])[CH3:27])=[O:24].C(N(CC)CC)C.